Regression. Given a peptide amino acid sequence and an MHC pseudo amino acid sequence, predict their binding affinity value. This is MHC class I binding data. From a dataset of Peptide-MHC class I binding affinity with 185,985 pairs from IEDB/IMGT. (1) The peptide sequence is NPLSAIPPSR. The MHC is Mamu-B8301 with pseudo-sequence Mamu-B8301. The binding affinity (normalized) is 0.685. (2) The peptide sequence is VEYYFKRL. The MHC is H-2-Db with pseudo-sequence H-2-Db. The binding affinity (normalized) is 0.413.